This data is from Orexin1 receptor HTS with 218,158 compounds and 233 confirmed actives. The task is: Binary Classification. Given a drug SMILES string, predict its activity (active/inactive) in a high-throughput screening assay against a specified biological target. (1) The molecule is s1c2c(CCN(C2)C)c2c1nc(SCCN(C)C)nc2N. The result is 0 (inactive). (2) The drug is Brc1c(n(nc1[N+]([O-])=O)CCCC(=O)Nc1noc(c1)C)C. The result is 0 (inactive). (3) The compound is O=c1n(CCC)c(N)c(c(=O)[nH]1)C(=O)COC(=O)CNC(=O)c1c(OCC)cccc1. The result is 0 (inactive). (4) The compound is Clc1sc(S(=O)(=O)Nc2ncnc3sc4c(CCC4)c23)cc1. The result is 0 (inactive). (5) The molecule is S1CCN(C(c2n(nnn2)C2CCCCC2)c2cc3c([nH]c2=O)cc2OCCOc2c3)CC1. The result is 0 (inactive). (6) The molecule is O=c1n(c(=O)n(c2[nH]c(NNC(=O)C)c([N+]([O-])=O)c(=O)c12)C)C. The result is 0 (inactive).